Predict which catalyst facilitates the given reaction. From a dataset of Catalyst prediction with 721,799 reactions and 888 catalyst types from USPTO. The catalyst class is: 188. Reactant: [CH2:1]([O:3][CH:4]([O:12][CH2:13][CH3:14])[C:5]1[CH:10]=[CH:9][CH:8]=[CH:7][C:6]=1Br)[CH3:2].C([Li])CCC.[F:20][C:21]1[CH:28]=[CH:27][CH:26]=[CH:25][C:22]=1[CH:23]=[O:24]. Product: [CH2:1]([O:3][CH:4]([O:12][CH2:13][CH3:14])[C:5]1[CH:10]=[CH:9][CH:8]=[CH:7][C:6]=1[CH:23]([C:22]1[CH:25]=[CH:26][CH:27]=[CH:28][C:21]=1[F:20])[OH:24])[CH3:2].